From a dataset of HIV replication inhibition screening data with 41,000+ compounds from the AIDS Antiviral Screen. Binary Classification. Given a drug SMILES string, predict its activity (active/inactive) in a high-throughput screening assay against a specified biological target. (1) The compound is Cc1ccc(-c2cc(-c3ccco3)c(C#N)c(=S)n2C2OC(CO)C(O)C(O)C2O)cc1. The result is 0 (inactive). (2) The result is 1 (active). The drug is CC(C)CCCC(C)C1CCC2C3CCC4CC(CCC=C(c5cc(Cl)c(OCc6ccccc6C(=O)O)c(C(=O)O)c5)c5cc(Cl)c(OCc6ccccc6C(=O)O)c(C(=O)O)c5)CCC4(C)C3CCC12C. (3) The drug is C=C(C)COc1cc(NC(=S)OC(C)C)ccc1Cl. The result is 1 (active). (4) The result is 0 (inactive). The drug is CCC1c2cc3n(c(=O)c2COC1O)Cc1c-3nc2ccccc2c1Cl. (5) The compound is C=C(C)CN1C(=O)C(C)SC1=NN=C1SCC(=O)N1C. The result is 0 (inactive). (6) The compound is C(=CC(Sc1ccccc1)c1ccccc1)NNC1=NC(c2ccccc2)C(c2ccccc2)=NN1. The result is 0 (inactive). (7) The drug is COC1(C)OC23C(=O)N(C)C(=O)N(C)C2(O1)N(C(C)=O)C(=O)N3C. The result is 0 (inactive).